From a dataset of Forward reaction prediction with 1.9M reactions from USPTO patents (1976-2016). Predict the product of the given reaction. Given the reactants Br[C:2]1[CH:3]=[CH:4][C:5]2[O:10][CH2:9][C:8](=[O:11])[N:7]([CH3:12])[C:6]=2[CH:13]=1.[CH3:14][C:15]1([CH3:31])[C:19]([CH3:21])([CH3:20])[O:18][B:17]([B:17]2[O:18][C:19]([CH3:21])([CH3:20])[C:15]([CH3:31])([CH3:14])[O:16]2)[O:16]1, predict the reaction product. The product is: [CH3:12][N:7]1[C:6]2[CH:13]=[C:2]([B:17]3[O:18][C:19]([CH3:21])([CH3:20])[C:15]([CH3:31])([CH3:14])[O:16]3)[CH:3]=[CH:4][C:5]=2[O:10][CH2:9][C:8]1=[O:11].